The task is: Predict the reactants needed to synthesize the given product.. This data is from Full USPTO retrosynthesis dataset with 1.9M reactions from patents (1976-2016). (1) Given the product [Br:1][C:2]1[CH:18]=[CH:17][CH:16]=[CH:15][C:3]=1[CH2:4][NH:5][C:6]([NH:8][CH2:9][C:10]([OH:12])=[O:11])=[O:7], predict the reactants needed to synthesize it. The reactants are: [Br:1][C:2]1[CH:18]=[CH:17][CH:16]=[CH:15][C:3]=1[CH2:4][NH:5][C:6]([NH:8][CH2:9][C:10]([O:12]CC)=[O:11])=[O:7].C[Si](C)(C)[O-].[K+]. (2) The reactants are: Br[C:2]1[S:3][CH:4]=[CH:5][CH:6]=1.[Mg].[Br:8][C:9]1[CH:13]=[C:12](Br)[S:11][C:10]=1[CH3:15]. Given the product [Br:8][C:9]1[CH:13]=[C:12]([C:2]2[S:3][CH:4]=[CH:5][CH:6]=2)[S:11][C:10]=1[CH3:15], predict the reactants needed to synthesize it. (3) Given the product [CH3:1][N:2]([C@H:18]([C:20]1[CH:21]=[CH:22][CH:23]=[CH:24][CH:25]=1)[CH3:19])[C:3]1[C:4]([O:17][S:33]([C:36]([F:39])([F:38])[F:37])(=[O:34])=[O:32])=[N:5][C:6]2[C:11]([N:12]=1)=[CH:10][C:9]([C:13]([O:15][CH3:16])=[O:14])=[CH:8][CH:7]=2, predict the reactants needed to synthesize it. The reactants are: [CH3:1][N:2]([C@H:18]([C:20]1[CH:25]=[CH:24][CH:23]=[CH:22][CH:21]=1)[CH3:19])[C:3]1[C:4](=[O:17])[NH:5][C:6]2[C:11]([N:12]=1)=[CH:10][C:9]([C:13]([O:15][CH3:16])=[O:14])=[CH:8][CH:7]=2.N1C=CC=CC=1.[O:32](S(C(F)(F)F)(=O)=O)[S:33]([C:36]([F:39])([F:38])[F:37])(=O)=[O:34]. (4) Given the product [C:37]([NH:34][S:31]([C:27]1[CH:28]=[CH:29][CH:30]=[C:25]([C:21]2[CH:20]=[C:19]([C:5]3[N:4]=[C:3]([C:2]([F:1])([F:35])[F:36])[CH:8]=[C:7]([C:9]4[CH:10]=[N:11][C:12]([C:15]([F:18])([F:17])[F:16])=[CH:13][CH:14]=4)[N:6]=3)[CH:24]=[CH:23][N:22]=2)[CH:26]=1)(=[O:33])=[O:32])(=[O:40])[CH2:38][CH3:39], predict the reactants needed to synthesize it. The reactants are: [F:1][C:2]([F:36])([F:35])[C:3]1[CH:8]=[C:7]([C:9]2[CH:10]=[N:11][C:12]([C:15]([F:18])([F:17])[F:16])=[CH:13][CH:14]=2)[N:6]=[C:5]([C:19]2[CH:24]=[CH:23][N:22]=[C:21]([C:25]3[CH:26]=[C:27]([S:31]([NH2:34])(=[O:33])=[O:32])[CH:28]=[CH:29][CH:30]=3)[CH:20]=2)[N:4]=1.[C:37](O[C:37](=[O:40])[CH2:38][CH3:39])(=[O:40])[CH2:38][CH3:39]. (5) Given the product [CH2:1]([C:3]1[CH:4]=[CH:5][C:6]([NH:9][C:10](=[O:41])[O:11][CH2:12][C:13]2([C:30](=[O:40])[NH:31][CH2:32][C:33]3[CH:38]=[CH:37][CH:36]=[CH:35][C:34]=3[Cl:39])[CH2:18][CH2:17][N:16]([C:19](=[O:29])[CH2:20][NH2:21])[CH2:15][CH2:14]2)=[CH:7][CH:8]=1)[CH3:2], predict the reactants needed to synthesize it. The reactants are: [CH2:1]([C:3]1[CH:8]=[CH:7][C:6]([NH:9][C:10](=[O:41])[O:11][CH2:12][C:13]2([C:30](=[O:40])[NH:31][CH2:32][C:33]3[CH:38]=[CH:37][CH:36]=[CH:35][C:34]=3[Cl:39])[CH2:18][CH2:17][N:16]([C:19](=[O:29])[CH2:20][NH:21]C(OC(C)(C)C)=O)[CH2:15][CH2:14]2)=[CH:5][CH:4]=1)[CH3:2].Cl. (6) Given the product [C:1]([O:5][C:6](=[O:15])[NH:7][CH:8]1[CH2:9][CH2:10][CH:11]([NH:14][S:24]([CH3:23])(=[O:26])=[O:25])[CH2:12][CH2:13]1)([CH3:4])([CH3:2])[CH3:3], predict the reactants needed to synthesize it. The reactants are: [C:1]([O:5][C:6](=[O:15])[NH:7][CH:8]1[CH2:13][CH2:12][CH:11]([NH2:14])[CH2:10][CH2:9]1)([CH3:4])([CH3:3])[CH3:2].C(N(CC)CC)C.[CH3:23][S:24](Cl)(=[O:26])=[O:25]. (7) Given the product [OH:21][CH:22]([CH3:35])[CH2:23][NH:24][C:25]([C:27]1[CH:32]=[C:31]([CH2:33][NH:34][C:2]2[N:20]=[CH:19][CH:18]=[CH:17][C:3]=2[C:4](=[O:5])[NH:6][C:7]2[N:8]=[CH:9][C:10]3[C:15]([CH:16]=2)=[CH:14][CH:13]=[CH:12][CH:11]=3)[CH:30]=[CH:29][N:28]=1)=[O:26], predict the reactants needed to synthesize it. The reactants are: Cl[C:2]1[N:20]=[CH:19][CH:18]=[CH:17][C:3]=1[C:4]([NH:6][C:7]1[N:8]=[CH:9][C:10]2[C:15]([CH:16]=1)=[CH:14][CH:13]=[CH:12][CH:11]=2)=[O:5].[OH:21][CH:22]([CH3:35])[CH2:23][NH:24][C:25]([C:27]1[CH:32]=[C:31]([CH2:33][NH2:34])[CH:30]=[CH:29][N:28]=1)=[O:26].